The task is: Predict the product of the given reaction.. This data is from Forward reaction prediction with 1.9M reactions from USPTO patents (1976-2016). (1) The product is: [CH2:1]([O:3][C:4]1[N:9]([CH2:13][C:14]2[CH:15]=[CH:16][C:17]([C:20]3[C:21]([C:26]#[N:27])=[CH:22][CH:23]=[CH:24][CH:25]=3)=[CH:18][CH:19]=2)[C:8](=[O:10])[CH:7]=[C:6]([CH3:11])[N:5]=1)[CH3:2]. Given the reactants [CH2:1]([O:3][C:4]1[NH:9][C:8](=[O:10])[CH:7]=[C:6]([CH3:11])[N:5]=1)[CH3:2].Br[CH2:13][C:14]1[CH:19]=[CH:18][C:17]([C:20]2[C:21]([C:26]#[N:27])=[CH:22][CH:23]=[CH:24][CH:25]=2)=[CH:16][CH:15]=1.C(=O)([O-])[O-].[K+].[K+], predict the reaction product. (2) The product is: [C:1]([C:3]1[CH:4]=[N:5][C:6]2[C:11]([CH:12]=1)=[CH:10][C:9]([O:13][CH:14]([S:25][CH3:26])[C:15]([NH:17][C:18]([CH2:19][O:20][CH3:29])([CH3:21])[CH2:22][O:23][CH3:24])=[O:16])=[CH:8][C:7]=2[CH3:27])#[CH:2]. Given the reactants [C:1]([C:3]1[CH:4]=[N:5][C:6]2[C:11]([CH:12]=1)=[CH:10][C:9]([O:13][CH:14]([S:25][CH3:26])[C:15]([NH:17][C:18]([CH2:22][O:23][CH3:24])([CH3:21])[CH2:19][OH:20])=[O:16])=[CH:8][C:7]=2[CH3:27])#[CH:2].I[CH3:29].[H-].[Na+], predict the reaction product. (3) Given the reactants [NH2:1][C:2]1[CH:7]=[CH:6][C:5]([CH2:8][C:9]([O:11][CH3:12])=[O:10])=[CH:4][C:3]=1[Cl:13].[C:14]1([N:20]=[C:21]=[O:22])[CH:19]=[CH:18][CH:17]=[CH:16][CH:15]=1.CCN(CC)CC, predict the reaction product. The product is: [Cl:13][C:3]1[CH:4]=[C:5]([CH2:8][C:9]([O:11][CH3:12])=[O:10])[CH:6]=[CH:7][C:2]=1[NH:1][C:21]([NH:20][C:14]1[CH:19]=[CH:18][CH:17]=[CH:16][CH:15]=1)=[O:22]. (4) Given the reactants [CH3:1][O:2][CH2:3][CH2:4][O:5][C:6]1[CH:7]=[C:8]2[C:12](=[C:13]([N:15]([CH3:24])[S:16]([C:19]3[S:20][CH:21]=[CH:22][CH:23]=3)(=[O:18])=[O:17])[CH:14]=1)[NH:11][C:10]([C:25]([NH2:27])=O)=[CH:9]2.COC1C=CC(P2(SP(C3C=CC(OC)=CC=3)(=S)S2)=[S:37])=CC=1.[C:50]([O:55][CH2:56][CH3:57])(=[O:54])[C:51]#[C:52][CH3:53].C(P(CCCC)CCCC)CCC, predict the reaction product. The product is: [CH3:1][O:2][CH2:3][CH2:4][O:5][C:6]1[CH:7]=[C:8]2[C:12](=[C:13]([N:15]([CH3:24])[S:16]([C:19]3[S:20][CH:21]=[CH:22][CH:23]=3)(=[O:18])=[O:17])[CH:14]=1)[NH:11][C:10]([C:25]1[S:37][CH:52]([CH2:51][C:50]([O:55][CH2:56][CH3:57])=[O:54])[CH2:53][N:27]=1)=[CH:9]2.